This data is from Tyrosyl-DNA phosphodiesterase HTS with 341,365 compounds. The task is: Binary Classification. Given a drug SMILES string, predict its activity (active/inactive) in a high-throughput screening assay against a specified biological target. (1) The drug is O(C(=O)C1C(NC(=O)N(C1C)CC)CCc1ccccc1)C. The result is 0 (inactive). (2) The molecule is s1c(c(OCC(OCC)=O)cc1)C(OC)=O. The result is 0 (inactive). (3) The compound is Brc1cn(nc1)Cc1nc(on1)C(=O)NCCc1ncccc1. The result is 0 (inactive). (4) The drug is S(c1n(c(=O)c2c(n1)cccc2)c1c(F)cccc1)Cc1nc2sccn2c1. The result is 0 (inactive). (5) The result is 0 (inactive). The drug is O=c1nc(n2ncc(c2N)C#N)[nH]c(c1)C. (6) The molecule is Clc1c(CNC(=O)c2ccc(S(=O)(=O)Nc3cc(ccc3)C(F)(F)F)cc2)cccc1. The result is 0 (inactive).